Dataset: Full USPTO retrosynthesis dataset with 1.9M reactions from patents (1976-2016). Task: Predict the reactants needed to synthesize the given product. (1) The reactants are: C[O:2][C:3](=[O:31])[CH2:4][C:5]1[C:13]2[C:8](=[N:9][CH:10]=[CH:11][CH:12]=2)[N:7]([CH2:14][C:15]2[CH:20]=[CH:19][C:18]([S:21]([CH2:24][CH3:25])(=[O:23])=[O:22])=[CH:17][C:16]=2[C:26]([F:29])([F:28])[F:27])[C:6]=1[CH3:30].[OH-].[Na+]. Given the product [CH2:24]([S:21]([C:18]1[CH:19]=[CH:20][C:15]([CH2:14][N:7]2[C:8]3=[N:9][CH:10]=[CH:11][CH:12]=[C:13]3[C:5]([CH2:4][C:3]([OH:31])=[O:2])=[C:6]2[CH3:30])=[C:16]([C:26]([F:28])([F:29])[F:27])[CH:17]=1)(=[O:23])=[O:22])[CH3:25], predict the reactants needed to synthesize it. (2) Given the product [Cl:1][C:2]1[CH:3]=[CH:4][C:5]([C:8]2([CH3:38])[C:12]([C:14]3[CH:19]=[CH:18][C:17]([Cl:20])=[CH:16][CH:15]=3)([CH3:13])[N:11]([C:21]([N:51]3[CH2:50][CH2:49][N:48]([CH2:47][CH2:46][CH2:45][S:42]([CH3:41])(=[O:43])=[O:44])[CH2:53][CH2:52]3)=[O:22])[C:10]([C:24]3[CH:29]=[CH:28][C:27]([C:30]([O:33][CH3:34])([CH3:31])[CH3:32])=[CH:26][C:25]=3[O:35][CH2:36][CH3:37])=[N:9]2)=[CH:6][CH:7]=1, predict the reactants needed to synthesize it. The reactants are: [Cl:1][C:2]1[CH:7]=[CH:6][C:5]([C:8]2([CH3:38])[C:12]([C:14]3[CH:19]=[CH:18][C:17]([Cl:20])=[CH:16][CH:15]=3)([CH3:13])[N:11]([C:21](Cl)=[O:22])[C:10]([C:24]3[CH:29]=[CH:28][C:27]([C:30]([O:33][CH3:34])([CH3:32])[CH3:31])=[CH:26][C:25]=3[O:35][CH2:36][CH3:37])=[N:9]2)=[CH:4][CH:3]=1.Cl.Cl.[CH3:41][S:42]([CH2:45][CH2:46][CH2:47][N:48]1[CH2:53][CH2:52][NH:51][CH2:50][CH2:49]1)(=[O:44])=[O:43]. (3) Given the product [C:25]([N:32]1[CH2:36][C@@H:35]([O:37][C:3](=[O:2])[CH3:4])[C@@H:34]([N:38]=[N+:39]=[N-:40])[CH2:33]1)([O:27][C:28]([CH3:31])([CH3:30])[CH3:29])=[O:26], predict the reactants needed to synthesize it. The reactants are: Cl.[O:2](C1C=CC(S(N[C@@H]2[C@@H](S)CNC2)(=O)=O)=CC=1)[C:3]1C=CC=C[CH:4]=1.[C:25]([N:32]1[CH2:36][C@H:35]([OH:37])[C@@H:34]([N:38]=[N+:39]=[N-:40])[CH2:33]1)([O:27][C:28]([CH3:31])([CH3:30])[CH3:29])=[O:26].C(N(CC)CC)C.CS(Cl)(=O)=O.C([O-])(=O)C.[K+]. (4) Given the product [Cl:1][C:2]1[N:7]=[C:6]([N:16]2[CH2:17][CH2:18][CH:13]([CH3:12])[CH2:14][CH2:15]2)[C:5]([N+:9]([O-:11])=[O:10])=[CH:4][N:3]=1, predict the reactants needed to synthesize it. The reactants are: [Cl:1][C:2]1[N:7]=[C:6](Cl)[C:5]([N+:9]([O-:11])=[O:10])=[CH:4][N:3]=1.[CH3:12][CH:13]1[CH2:18][CH2:17][NH:16][CH2:15][CH2:14]1. (5) Given the product [C:6]([O:10][C:11]([N:13]1[CH2:14][CH:15]([O:17][C:18]2[CH:23]=[C:22]([Br:24])[CH:21]=[CH:20][C:19]=2[O:25][CH2:32][C:33]2[CH:38]=[CH:37][CH:36]=[CH:35][CH:34]=2)[CH2:16]1)=[O:12])([CH3:9])([CH3:7])[CH3:8], predict the reactants needed to synthesize it. The reactants are: CN(C=O)C.[C:6]([O:10][C:11]([N:13]1[CH2:16][CH:15]([O:17][C:18]2[CH:23]=[C:22]([Br:24])[CH:21]=[CH:20][C:19]=2[OH:25])[CH2:14]1)=[O:12])([CH3:9])([CH3:8])[CH3:7].C([O-])([O-])=O.[Cs+].[Cs+].[CH2:32](Br)[C:33]1[CH:38]=[CH:37][CH:36]=[CH:35][CH:34]=1. (6) Given the product [F:10][C:8]1[CH:7]=[CH:6][C:3]2[CH:4]=[C:14]([C:15]([O:17][CH3:18])=[O:16])[S:13][C:2]=2[CH:9]=1, predict the reactants needed to synthesize it. The reactants are: F[C:2]1[CH:9]=[C:8]([F:10])[CH:7]=[CH:6][C:3]=1[CH:4]=O.[H-].[Na+].[SH:13][CH2:14][C:15]([O:17][CH3:18])=[O:16]. (7) Given the product [C:23]1([C:22]#[C:21][N:3]2[C:4]3[CH:5]=[CH:6][CH:7]=[C:8]4[C:14](=[O:15])[NH:13][CH2:12][CH2:11][C:10]([C:9]=34)=[CH:2]2)[CH:28]=[CH:27][CH:26]=[CH:25][CH:24]=1, predict the reactants needed to synthesize it. The reactants are: Br[C:2]1[NH:3][C:4]2[CH:5]=[CH:6][CH:7]=[C:8]3[C:14](=[O:15])[NH:13][CH2:12][CH2:11][C:10]=1[C:9]=23.C([Sn](CCCC)(CCCC)[C:21]#[C:22][C:23]1[CH:28]=[CH:27][CH:26]=[CH:25][CH:24]=1)CCC.C(C1C=C(C)C=C(C(C)(C)C)C=1O)(C)(C)C.